Task: Predict the reactants needed to synthesize the given product.. Dataset: Full USPTO retrosynthesis dataset with 1.9M reactions from patents (1976-2016) (1) Given the product [Cl:1][C:2]1[C:3]([NH:21][C:22]2[C:31]([F:32])=[CH:30][CH:29]=[CH:28][C:23]=2[C:24]([NH:26][CH3:27])=[O:25])=[N:4][C:5]([NH:8][C:9]2[CH:10]=[CH:11][C:12]3[CH2:18][N:17]([CH2:40][CH2:41][C:42]([F:45])([F:44])[F:43])[CH2:16][C:15](=[O:19])[NH:14][C:13]=3[CH:20]=2)=[N:6][CH:7]=1, predict the reactants needed to synthesize it. The reactants are: [Cl:1][C:2]1[C:3]([NH:21][C:22]2[C:31]([F:32])=[CH:30][CH:29]=[CH:28][C:23]=2[C:24]([NH:26][CH3:27])=[O:25])=[N:4][C:5]([NH:8][C:9]2[CH:10]=[CH:11][C:12]3[CH2:18][NH:17][CH2:16][C:15](=[O:19])[NH:14][C:13]=3[CH:20]=2)=[N:6][CH:7]=1.C(=O)([O-])[O-].[K+].[K+].I[CH2:40][CH2:41][C:42]([F:45])([F:44])[F:43]. (2) Given the product [Cl:66][C:60]1[CH:61]=[C:62]([F:65])[CH:63]=[CH:64][C:59]=1[CH2:58][N:40]1[CH2:41][CH2:42][CH2:43][C@@H:38]([CH2:37][O:36][C:26]2[C:25]([CH:22]3[CH2:24][CH2:23]3)=[CH:34][C:29]([C:30]([O:32][CH3:33])=[O:31])=[C:28]([F:35])[CH:27]=2)[CH2:39]1, predict the reactants needed to synthesize it. The reactants are: C1(C2C(O[C@@H]3CCCNC3)=CC(F)=C(C=2)C(OC)=O)CC1.[CH:22]1([C:25]2[C:26]([O:36][CH2:37][C@@H:38]3[CH2:43][CH2:42][CH2:41][NH:40][CH2:39]3)=[CH:27][C:28]([F:35])=[C:29]([CH:34]=2)[C:30]([O:32][CH3:33])=[O:31])[CH2:24][CH2:23]1.BrCC1C=CC(F)=CC=1C(F)(F)F.Br[CH2:58][C:59]1[CH:64]=[CH:63][C:62]([F:65])=[CH:61][C:60]=1[Cl:66].